This data is from Forward reaction prediction with 1.9M reactions from USPTO patents (1976-2016). The task is: Predict the product of the given reaction. (1) Given the reactants [H-].[Na+].[CH3:3][C:4]1[CH:9]=[C:8]([C:10]#[C:11][C:12]2[N:13]=[C:14]([CH3:17])[NH:15][CH:16]=2)[CH:7]=[CH:6][N:5]=1.[CH3:18]I.O, predict the reaction product. The product is: [CH3:18][N:15]1[CH:16]=[C:12]([C:11]#[C:10][C:8]2[CH:7]=[CH:6][N:5]=[C:4]([CH3:3])[CH:9]=2)[N:13]=[C:14]1[CH3:17]. (2) Given the reactants [C:1]([O:4][CH2:5][CH2:6][C:7]1[N:8]=[C:9]([NH2:12])[S:10][CH:11]=1)(=O)[CH3:2].[CH3:13][C:14]([O:17][C:18](O[C:18]([O:17][C:14]([CH3:16])([CH3:15])[CH3:13])=[O:19])=[O:19])([CH3:16])[CH3:15].CC[O:30]C(C)=O.C1CCCCC1, predict the reaction product. The product is: [CH2:1]([O:4][C:5](=[O:30])[CH2:6][C:7]1[N:8]=[C:9]([NH:12][C:18]([O:17][C:14]([CH3:16])([CH3:15])[CH3:13])=[O:19])[S:10][CH:11]=1)[CH3:2]. (3) Given the reactants [Br:1][C:2]1[CH:25]=[CH:24][C:23]([F:26])=[CH:22][C:3]=1[O:4][CH:5]1[CH2:10][CH2:9][N:8]([C:11]2[CH:16]=[N:15][C:14]([C:17]3[N:18]=[N:19][NH:20][N:21]=3)=[CH:13][N:12]=2)[CH2:7][CH2:6]1.C(N(CC)CC)C.Br[CH2:35][C:36]([O:38][C:39]([CH3:42])([CH3:41])[CH3:40])=[O:37], predict the reaction product. The product is: [Br:1][C:2]1[CH:25]=[CH:24][C:23]([F:26])=[CH:22][C:3]=1[O:4][CH:5]1[CH2:10][CH2:9][N:8]([C:11]2[N:12]=[CH:13][C:14]([C:17]3[N:18]=[N:19][N:20]([CH2:35][C:36]([O:38][C:39]([CH3:42])([CH3:41])[CH3:40])=[O:37])[N:21]=3)=[N:15][CH:16]=2)[CH2:7][CH2:6]1. (4) Given the reactants Br[CH2:2][C:3]1[CH:12]=[C:11]2[C:6]([CH:7]=[C:8]([C:17]([O:19][CH2:20][CH3:21])=[O:18])[CH:9]([C:13]([F:16])([F:15])[F:14])[O:10]2)=[CH:5][C:4]=1[Cl:22].[CH:23]([C:25]1[CH:30]=[CH:29][C:28](B(O)O)=[CH:27][CH:26]=1)=[O:24].C([O-])([O-])=O.[Na+].[Na+], predict the reaction product. The product is: [Cl:22][C:4]1[C:3](=[CH:2][C:28]2[CH:29]=[CH:30][C:25]([CH:23]=[O:24])=[CH:26][CH:27]=2)[CH:12]=[C:11]2[C:6](=[CH:7][CH:8]([C:17]([O:19][CH2:20][CH3:21])=[O:18])[CH:9]([C:13]([F:16])([F:15])[F:14])[O:10]2)[CH:5]=1. (5) Given the reactants F[P-](F)(F)(F)(F)F.N1(OC(N(C)C)=[N+](C)C)C2N=CC=CC=2N=N1.[O:25]1[C:30]2([CH2:35][CH2:34][N:33]([CH2:36][C:37]3[CH:38]=[C:39]([CH2:44][CH2:45][OH:46])[CH:40]=[C:41]([F:43])[CH:42]=3)[CH2:32][CH2:31]2)[CH2:29][NH:28][CH2:27][CH2:26]1.[CH2:47]([C:50]1[S:51][CH:52]=[C:53]([C:55](O)=[O:56])[N:54]=1)[CH2:48][CH3:49].C(N(CC)CC)C, predict the reaction product. The product is: [F:43][C:41]1[CH:42]=[C:37]([CH:38]=[C:39]([CH2:44][CH2:45][OH:46])[CH:40]=1)[CH2:36][N:33]1[CH2:34][CH2:35][C:30]2([O:25][CH2:26][CH2:27][N:28]([C:55]([C:53]3[N:54]=[C:50]([CH2:47][CH2:48][CH3:49])[S:51][CH:52]=3)=[O:56])[CH2:29]2)[CH2:31][CH2:32]1. (6) Given the reactants [OH:1][CH:2]([C:7]1[N:12]([CH3:13])[C:11](=[O:14])[C:10]2[N:15]([CH2:18][C:19]3[CH:24]=[CH:23][C:22](OC)=[CH:21]C=3)[N:16]=[CH:17][C:9]=2[C:8]=1[C:27]1[C:28]([CH3:37])=[C:29]2[C:34](=[CH:35][CH:36]=1)[O:33][CH2:32][CH2:31][CH2:30]2)[C:3]([O:5][CH3:6])=[O:4].C1(P(C2C=CC=CC=2)C2C=CC=CC=2)C=CC=CC=1.[N:57]1C=CC=CC=1CO.CC(OC(/N=N/C(OC(C)C)=O)=O)C, predict the reaction product. The product is: [OH:1][CH:2]([C:7]1[N:12]([CH3:13])[C:11](=[O:14])[C:10]2[N:15]([CH2:18][C:19]3[CH:24]=[CH:23][CH:22]=[CH:21][N:57]=3)[N:16]=[CH:17][C:9]=2[C:8]=1[C:27]1[C:28]([CH3:37])=[C:29]2[C:34](=[CH:35][CH:36]=1)[O:33][CH2:32][CH2:31][CH2:30]2)[C:3]([O:5][CH3:6])=[O:4]. (7) The product is: [F:8][C:5]1[CH:4]=[C:3]2[C:2](=[CH:7][CH:6]=1)[N:1]=[C:19]([CH:20]([NH:22][C:23](=[O:29])[O:24][C:25]([CH3:27])([CH3:28])[CH3:26])[CH3:21])[C:30]([C:31]1[CH:36]=[CH:35][CH:34]=[CH:33][N:32]=1)=[C:9]2[C:11]1[C:16]([CH3:17])=[CH:15][CH:14]=[CH:13][N:12]=1. Given the reactants [NH2:1][C:2]1[CH:7]=[CH:6][C:5]([F:8])=[CH:4][C:3]=1[C:9]([C:11]1[C:16]([CH3:17])=[CH:15][CH:14]=[CH:13][N:12]=1)=O.O=[C:19]([CH2:30][C:31]1[CH:36]=[CH:35][CH:34]=[CH:33][N:32]=1)[C@@H:20]([NH:22][C:23](=[O:29])[O:24][C:25]([CH3:28])([CH3:27])[CH3:26])[CH3:21], predict the reaction product.